Dataset: NCI-60 drug combinations with 297,098 pairs across 59 cell lines. Task: Regression. Given two drug SMILES strings and cell line genomic features, predict the synergy score measuring deviation from expected non-interaction effect. (1) Drug 1: CC1OCC2C(O1)C(C(C(O2)OC3C4COC(=O)C4C(C5=CC6=C(C=C35)OCO6)C7=CC(=C(C(=C7)OC)O)OC)O)O. Drug 2: COC1=CC(=CC(=C1O)OC)C2C3C(COC3=O)C(C4=CC5=C(C=C24)OCO5)OC6C(C(C7C(O6)COC(O7)C8=CC=CS8)O)O. Cell line: NCI/ADR-RES. Synergy scores: CSS=1.22, Synergy_ZIP=-0.0527, Synergy_Bliss=0.421, Synergy_Loewe=-0.471, Synergy_HSA=0.0871. (2) Drug 1: C1CCC(CC1)NC(=O)N(CCCl)N=O. Drug 2: CN(C)N=NC1=C(NC=N1)C(=O)N. Cell line: NCI-H226. Synergy scores: CSS=14.4, Synergy_ZIP=-4.18, Synergy_Bliss=-0.201, Synergy_Loewe=-10.9, Synergy_HSA=-2.35.